Dataset: NCI-60 drug combinations with 297,098 pairs across 59 cell lines. Task: Regression. Given two drug SMILES strings and cell line genomic features, predict the synergy score measuring deviation from expected non-interaction effect. (1) Drug 1: C1CCC(CC1)NC(=O)N(CCCl)N=O. Drug 2: C1CC(C1)(C(=O)O)C(=O)O.[NH2-].[NH2-].[Pt+2]. Cell line: NCI-H322M. Synergy scores: CSS=6.19, Synergy_ZIP=-2.53, Synergy_Bliss=-1.17, Synergy_Loewe=-2.11, Synergy_HSA=-1.94. (2) Drug 1: C(=O)(N)NO. Drug 2: C1CNP(=O)(OC1)N(CCCl)CCCl. Cell line: HT29. Synergy scores: CSS=4.04, Synergy_ZIP=0.716, Synergy_Bliss=3.75, Synergy_Loewe=0.764, Synergy_HSA=2.06. (3) Drug 1: CC1=C(C(CCC1)(C)C)C=CC(=CC=CC(=CC(=O)O)C)C. Drug 2: CCN(CC)CCNC(=O)C1=C(NC(=C1C)C=C2C3=C(C=CC(=C3)F)NC2=O)C. Cell line: MDA-MB-435. Synergy scores: CSS=2.85, Synergy_ZIP=4.49, Synergy_Bliss=-0.497, Synergy_Loewe=-0.592, Synergy_HSA=-1.07. (4) Drug 1: CS(=O)(=O)C1=CC(=C(C=C1)C(=O)NC2=CC(=C(C=C2)Cl)C3=CC=CC=N3)Cl. Drug 2: C1CCC(CC1)NC(=O)N(CCCl)N=O. Cell line: HCT-15. Synergy scores: CSS=32.0, Synergy_ZIP=-4.47, Synergy_Bliss=4.17, Synergy_Loewe=2.58, Synergy_HSA=3.89. (5) Cell line: HOP-92. Synergy scores: CSS=3.00, Synergy_ZIP=-2.25, Synergy_Bliss=-5.90, Synergy_Loewe=-10.5, Synergy_HSA=-7.20. Drug 1: CNC(=O)C1=CC=CC=C1SC2=CC3=C(C=C2)C(=NN3)C=CC4=CC=CC=N4. Drug 2: CC(C1=C(C=CC(=C1Cl)F)Cl)OC2=C(N=CC(=C2)C3=CN(N=C3)C4CCNCC4)N. (6) Drug 1: COC1=C(C=C2C(=C1)N=CN=C2NC3=CC(=C(C=C3)F)Cl)OCCCN4CCOCC4. Drug 2: CC1C(C(CC(O1)OC2CC(OC(C2O)C)OC3=CC4=CC5=C(C(=O)C(C(C5)C(C(=O)C(C(C)O)O)OC)OC6CC(C(C(O6)C)O)OC7CC(C(C(O7)C)O)OC8CC(C(C(O8)C)O)(C)O)C(=C4C(=C3C)O)O)O)O. Cell line: RXF 393. Synergy scores: CSS=35.1, Synergy_ZIP=6.01, Synergy_Bliss=15.4, Synergy_Loewe=16.2, Synergy_HSA=16.0. (7) Drug 1: C1=NC2=C(N1)C(=S)N=C(N2)N. Drug 2: C1C(C(OC1N2C=NC3=C(N=C(N=C32)Cl)N)CO)O. Cell line: MALME-3M. Synergy scores: CSS=20.8, Synergy_ZIP=-8.46, Synergy_Bliss=-2.40, Synergy_Loewe=-7.08, Synergy_HSA=-3.95. (8) Drug 1: CN1C(=O)N2C=NC(=C2N=N1)C(=O)N. Drug 2: CCCCC(=O)OCC(=O)C1(CC(C2=C(C1)C(=C3C(=C2O)C(=O)C4=C(C3=O)C=CC=C4OC)O)OC5CC(C(C(O5)C)O)NC(=O)C(F)(F)F)O. Cell line: NCI-H322M. Synergy scores: CSS=4.11, Synergy_ZIP=8.11, Synergy_Bliss=5.86, Synergy_Loewe=-10.4, Synergy_HSA=2.53. (9) Synergy scores: CSS=15.8, Synergy_ZIP=0.896, Synergy_Bliss=3.84, Synergy_Loewe=-10.4, Synergy_HSA=3.28. Drug 2: CS(=O)(=O)CCNCC1=CC=C(O1)C2=CC3=C(C=C2)N=CN=C3NC4=CC(=C(C=C4)OCC5=CC(=CC=C5)F)Cl. Drug 1: CCC1(CC2CC(C3=C(CCN(C2)C1)C4=CC=CC=C4N3)(C5=C(C=C6C(=C5)C78CCN9C7C(C=CC9)(C(C(C8N6C=O)(C(=O)OC)O)OC(=O)C)CC)OC)C(=O)OC)O.OS(=O)(=O)O. Cell line: BT-549.